From a dataset of Forward reaction prediction with 1.9M reactions from USPTO patents (1976-2016). Predict the product of the given reaction. (1) Given the reactants [F:1][C:2]([F:11])([F:10])[C:3]1[CH:8]=[CH:7][C:6]([OH:9])=[CH:5][CH:4]=1.C(=O)([O-])[O-].[K+].[K+].[CH2:18](Br)[CH:19]=[CH2:20], predict the reaction product. The product is: [CH2:20]([O:9][C:6]1[CH:5]=[CH:4][C:3]([C:2]([F:10])([F:11])[F:1])=[CH:8][CH:7]=1)[CH:19]=[CH2:18]. (2) The product is: [Cl:1][C:2]1[CH:3]=[C:4]([F:38])[C:5]2[N:11]3[CH:12]=[CH:13][CH:14]=[C:10]3[C@@H:9]([CH2:15][C:16]([N:18]3[CH2:19][CH:20]([CH2:22][C:23]([OH:25])=[O:24])[CH2:21]3)=[O:17])[O:8][C@H:7]([C:27]3[CH:32]=[CH:31][CH:30]=[C:29]([O:33][CH3:34])[C:28]=3[O:35][CH3:36])[C:6]=2[CH:37]=1. Given the reactants [Cl:1][C:2]1[CH:3]=[C:4]([F:38])[C:5]2[N:11]3[CH:12]=[CH:13][CH:14]=[C:10]3[C@@H:9]([CH2:15][C:16]([N:18]3[CH2:21][CH:20]([CH2:22][C:23]([O:25]C)=[O:24])[CH2:19]3)=[O:17])[O:8][C@H:7]([C:27]3[CH:32]=[CH:31][CH:30]=[C:29]([O:33][CH3:34])[C:28]=3[O:35][CH3:36])[C:6]=2[CH:37]=1.C(=O)([O-])[O-].[K+].[K+].Cl.C(OCC)(=O)C, predict the reaction product. (3) Given the reactants [H-].[Na+].[CH:3]1[C:8]2[C:9]3[NH:10][C:11]4[C:16]([C:17]=3[CH2:18][CH2:19][S:20][C:7]=2[CH:6]=[CH:5][CH:4]=1)=[CH:15][CH:14]=[CH:13][CH:12]=4.[Cl:21][CH2:22][CH2:23][O:24][C:25]1[CH:32]=[CH:31][C:28]([CH2:29]Br)=[CH:27][CH:26]=1.O, predict the reaction product. The product is: [Cl:21][CH2:22][CH2:23][O:24][C:25]1[CH:32]=[CH:31][C:28]([CH2:29][N:10]2[C:11]3[C:16](=[CH:15][CH:14]=[CH:13][CH:12]=3)[C:17]3[CH2:18][CH2:19][S:20][C:7]4[CH:6]=[CH:5][CH:4]=[CH:3][C:8]=4[C:9]2=3)=[CH:27][CH:26]=1. (4) Given the reactants Cl.Cl.[NH2:3][CH2:4][CH2:5][CH2:6][CH2:7][CH2:8][CH2:9][CH2:10][CH2:11][CH2:12][N:13]1[CH2:18][CH2:17][CH:16]([O:19][C:20](=[O:34])[NH:21][C:22]2[CH:27]=[CH:26][CH:25]=[CH:24][C:23]=2[C:28]2[CH:33]=[CH:32][CH:31]=[CH:30][CH:29]=2)[CH2:15][CH2:14]1.[F:35][C:36]1[CH:37]=[C:38]([CH2:43][C:44](O)=[O:45])[CH:39]=[CH:40][C:41]=1[OH:42], predict the reaction product. The product is: [F:35][C:36]1[CH:37]=[C:38]([CH2:43][C:44]([NH:3][CH2:4][CH2:5][CH2:6][CH2:7][CH2:8][CH2:9][CH2:10][CH2:11][CH2:12][N:13]2[CH2:18][CH2:17][CH:16]([O:19][C:20](=[O:34])[NH:21][C:22]3[CH:27]=[CH:26][CH:25]=[CH:24][C:23]=3[C:28]3[CH:33]=[CH:32][CH:31]=[CH:30][CH:29]=3)[CH2:15][CH2:14]2)=[O:45])[CH:39]=[CH:40][C:41]=1[OH:42].